From a dataset of Retrosynthesis with 50K atom-mapped reactions and 10 reaction types from USPTO. Predict the reactants needed to synthesize the given product. (1) Given the product N#Cc1ccc(Cn2ccnc2)cc1F, predict the reactants needed to synthesize it. The reactants are: N#Cc1ccc(CBr)cc1F.c1c[nH]cn1. (2) Given the product CC(O)c1ccc2oc(-c3nc(C(C)(C)C)cs3)cc2c1, predict the reactants needed to synthesize it. The reactants are: CC(C)(C)c1csc(-c2cc3cc(C=O)ccc3o2)n1.C[Mg+]. (3) The reactants are: CC(C)(C)OC(=O)N1CCNCC1.COC(=O)[C@H](CC=O)C[C@@H](OC)c1ccc(F)cc1. Given the product COC(=O)[C@@H](CCN1CCN(C(=O)OC(C)(C)C)CC1)C[C@@H](OC)c1ccc(F)cc1, predict the reactants needed to synthesize it. (4) Given the product CCCN(CC(N)=O)C(=O)C1=Cc2cc(-c3ccc(NC(=O)OCC)cc3Cl)ccc2N=C(N)C1, predict the reactants needed to synthesize it. The reactants are: CCCN(CC(N)=O)C(=O)C1=Cc2cc(-c3ccc(NC(=O)OCC)cc3Cl)ccc2N=C(NC(=O)OC(C)(C)C)C1. (5) Given the product NC(=O)C(CCC(=O)OCc1ccccc1)N1Cc2c(OCc3ccc(CN4CCOCC4)cc3)cccc2C1=O, predict the reactants needed to synthesize it. The reactants are: C1COCCN1.NC(=O)[C@@H](CCC(=O)OCc1ccccc1)N1Cc2c(OCc3ccc(CBr)cc3)cccc2C1=O. (6) The reactants are: CS(=O)(=O)c1nc2nc(-c3ccc(-c4ccc(C(=O)N5CC[C@@H](O)C5)cc4)cc3)c(Cl)cc2[nH]1.C[Si](C)(C)CCOCCl. Given the product C[Si](C)(C)CCOCn1c(S(C)(=O)=O)nc2nc(-c3ccc(-c4ccc(C(=O)N5CC[C@@H](O)C5)cc4)cc3)c(Cl)cc21, predict the reactants needed to synthesize it. (7) Given the product CN1CCN(CCCOc2c(F)cc(-c3ccc(=O)n(Cc4ccc5[nH]c(=O)[nH]c5c4)n3)cc2F)CC1, predict the reactants needed to synthesize it. The reactants are: CN1CCN(CCCO)CC1.O=c1[nH]c2ccc(Cn3nc(-c4cc(F)c(F)c(F)c4)ccc3=O)cc2[nH]1. (8) Given the product CCC(=O)N1CC[C@@H](NC(=O)c2c(C)[nH]c3c(-c4cc(F)ccc4OCC4CC4)ncnc23)C1, predict the reactants needed to synthesize it. The reactants are: CCC(=O)Cl.Cc1[nH]c2c(-c3cc(F)ccc3OCC3CC3)ncnc2c1C(=O)N[C@@H]1CCNC1. (9) Given the product COC(=O)c1c(CNC(=O)N2CCOCC2)c(=O)c2ccc(Cl)cc2n1-c1ccccc1, predict the reactants needed to synthesize it. The reactants are: COC(=O)c1c(CN)c(=O)c2ccc(Cl)cc2n1-c1ccccc1.O=C(Cl)N1CCOCC1. (10) Given the product CS(=O)(=O)OCC1COC1, predict the reactants needed to synthesize it. The reactants are: CS(=O)(=O)Cl.OCC1COC1.